Predict the reactants needed to synthesize the given product. From a dataset of Full USPTO retrosynthesis dataset with 1.9M reactions from patents (1976-2016). Given the product [Cl:34][C:21]1[CH:20]=[C:19]([N:15]2[C:16]3[C:11](=[CH:10][C:9]([S:8]([O:58][C:49]4[C:48]([F:47])=[C:53]([F:54])[C:52]([F:55])=[C:51]([F:56])[C:50]=4[F:57])(=[O:39])=[O:66])=[CH:18][CH:17]=3)[CH:12]=[CH:13][C:14]2=[O:35])[C:24]([O:25][CH3:26])=[CH:23][C:22]=1[C:27]1[CH:32]=[CH:31][CH:30]=[C:29]([F:33])[CH:28]=1, predict the reactants needed to synthesize it. The reactants are: C([S:8][C:9]1[CH:10]=[C:11]2[C:16](=[CH:17][CH:18]=1)[N:15]([C:19]1[C:24]([O:25][CH3:26])=[CH:23][C:22]([C:27]3[CH:32]=[CH:31][CH:30]=[C:29]([F:33])[CH:28]=3)=[C:21]([Cl:34])[CH:20]=1)[C:14](=[O:35])[CH:13]=[CH:12]2)C1C=CC=CC=1.ClN1C(C)(C)C(=O)N(Cl)C1=[O:39].[F:47][C:48]1[C:53]([F:54])=[C:52]([F:55])[C:51]([F:56])=[C:50]([F:57])[C:49]=1[OH:58].C(N(CC)CC)C.[OH2:66].